Dataset: Forward reaction prediction with 1.9M reactions from USPTO patents (1976-2016). Task: Predict the product of the given reaction. (1) Given the reactants Cl.C(OC([N:9]1[CH:13]([CH3:14])[C:12]2[CH:15]=[C:16]([C:18]3[C:27]([CH3:28])=[C:26]4[C:21]([C:22](=[O:33])[NH:23][C:24](=[O:32])[N:25]4[CH:29]4[CH2:31][CH2:30]4)=[CH:20][C:19]=3[F:34])[S:17][C:11]=2[CH2:10]1)=O)(C)(C)C.[Cl:35]CCl, predict the reaction product. The product is: [ClH:35].[CH:29]1([N:25]2[C:26]3[C:21](=[CH:20][C:19]([F:34])=[C:18]([C:16]4[S:17][C:11]5[CH2:10][NH:9][CH:13]([CH3:14])[C:12]=5[CH:15]=4)[C:27]=3[CH3:28])[C:22](=[O:33])[NH:23][C:24]2=[O:32])[CH2:31][CH2:30]1. (2) Given the reactants Cl.Br[C:3]1[CH:8]=[CH:7][N:6]=[CH:5][CH:4]=1.[C:9]([Si:11]([CH3:14])([CH3:13])[CH3:12])#[CH:10].C(N(C(C)C)CC)(C)C, predict the reaction product. The product is: [CH3:12][Si:11]([C:9]#[C:10][C:3]1[CH:8]=[CH:7][N:6]=[CH:5][CH:4]=1)([CH3:14])[CH3:13]. (3) Given the reactants Cl.[CH3:2][C@@H:3]1[CH2:7][CH2:6][CH2:5][NH:4]1.Br[CH2:9][CH2:10][OH:11].C([O-])([O-])=O.[K+].[K+], predict the reaction product. The product is: [CH3:2][C@@H:3]1[CH2:7][CH2:6][CH2:5][N:4]1[CH2:9][CH2:10][OH:11]. (4) Given the reactants [CH:1]1([N:4]2[C:13]3[CH:14]=[C:15]([O:18][CH2:19][C@@H:20]([NH:25]C(=O)OC(C)(C)C)[CH2:21][CH:22]([CH3:24])[CH3:23])[CH:16]=[CH:17][C:12]=3[C:11]3[C:6](=[CH:7][N:8]=[CH:9][CH:10]=3)[C:5]2=[O:33])[CH2:3][CH2:2]1.Cl.C(OCC)C, predict the reaction product. The product is: [CH2:1]([N:4]1[C:13]2[CH:14]=[C:15]([O:18][CH2:19][C@@H:20]([NH2:25])[CH2:21][CH:22]([CH3:24])[CH3:23])[CH:16]=[CH:17][C:12]=2[C:11]2[C:6](=[CH:7][N:8]=[CH:9][CH:10]=2)[C:5]1=[O:33])[CH:2]=[CH2:3]. (5) Given the reactants I[C:2]1[C:10]2[C:5](=[N:6][CH:7]=[C:8]([C:11]3[CH:12]=[C:13]([C:17]([N:19]4[CH2:24][CH2:23][O:22][CH2:21][CH2:20]4)=[O:18])[CH:14]=[CH:15][CH:16]=3)[CH:9]=2)[N:4]([CH2:25][O:26][CH2:27][CH2:28][Si:29]([CH3:32])([CH3:31])[CH3:30])[N:3]=1.F[C:34](F)(F)[C:35]1C=C(B(O)O)[CH:38]=[CH:39][CH:40]=1.[C:46](=[O:49])([O-])[O-].[Na+].[Na+].C(#[N:54])C, predict the reaction product. The product is: [CH3:46][O:49][C:34]1[C:35]([C:2]2[C:10]3[C:5](=[N:6][CH:7]=[C:8]([C:11]4[CH:12]=[C:13]([C:17]([N:19]5[CH2:24][CH2:23][O:22][CH2:21][CH2:20]5)=[O:18])[CH:14]=[CH:15][CH:16]=4)[CH:9]=3)[N:4]([CH2:25][O:26][CH2:27][CH2:28][Si:29]([CH3:32])([CH3:31])[CH3:30])[N:3]=2)=[CH:40][CH:39]=[CH:38][N:54]=1. (6) Given the reactants [CH3:1][O:2][C:3]([CH:5]([NH2:8])[CH2:6][OH:7])=[O:4].Cl.[C:10]1([S:16](Cl)(=[O:18])=[O:17])[CH:15]=[CH:14][CH:13]=[CH:12][CH:11]=1, predict the reaction product. The product is: [CH3:1][O:2][C:3](=[O:4])[CH:5]([NH:8][S:16]([C:10]1[CH:15]=[CH:14][CH:13]=[CH:12][CH:11]=1)(=[O:18])=[O:17])[CH2:6][OH:7]. (7) Given the reactants [C:1]([Si:5]([CH3:14])([CH3:13])[O:6][C@@H:7]1[CH2:11][C@H:10]([OH:12])[CH:9]=[CH:8]1)([CH3:4])([CH3:3])[CH3:2], predict the reaction product. The product is: [C:1]([Si:5]([CH3:14])([CH3:13])[O:6][C@H:7]1[CH2:8][CH2:9][C@@H:10]([OH:12])[CH2:11]1)([CH3:4])([CH3:3])[CH3:2].